This data is from HIV replication inhibition screening data with 41,000+ compounds from the AIDS Antiviral Screen. The task is: Binary Classification. Given a drug SMILES string, predict its activity (active/inactive) in a high-throughput screening assay against a specified biological target. (1) The molecule is CC=CC=Nc1c(C#N)c2n(c1C(=O)Nc1ccc(OC)cc1)CCC2. The result is 0 (inactive). (2) The compound is CC(=O)Nc1ccc2nc(-c3ccccn3)c(-c3ccccn3)nc2c1. The result is 0 (inactive). (3) The molecule is CN(C)NP(=O)(NN(C)C)NN(C)C. The result is 0 (inactive).